Dataset: Forward reaction prediction with 1.9M reactions from USPTO patents (1976-2016). Task: Predict the product of the given reaction. Given the reactants BrC1C=CC(S(Cl)(=O)=O)=C(F)C=1C(F)F.[Br:16][C:17]1[CH:22]=[CH:21][C:20]([S:23](Cl)(=[O:25])=[O:24])=[CH:19][C:18]=1[Cl:27].[F:28][C:29]([F:34])([F:33])[C@@H:30]([NH2:32])[CH3:31], predict the reaction product. The product is: [Br:16][C:17]1[CH:22]=[CH:21][C:20]([S:23]([NH:32][C@@H:30]([CH3:31])[C:29]([F:34])([F:33])[F:28])(=[O:25])=[O:24])=[CH:19][C:18]=1[Cl:27].